This data is from HIV replication inhibition screening data with 41,000+ compounds from the AIDS Antiviral Screen. The task is: Binary Classification. Given a drug SMILES string, predict its activity (active/inactive) in a high-throughput screening assay against a specified biological target. (1) The molecule is CC12CCCC1C1CC=C3CC(S)CCC3(C)C1CC2. The result is 0 (inactive). (2) The compound is COC(=O)c1cc(C)ccc1C=C1Cc2c(C)cc(C)cc2C1=O. The result is 0 (inactive). (3) The compound is CCC(C(=O)C(C)C(O)C(C)CCc1ccc(C)c(O)c1C(=O)O)C1OC(CC)(C2CCC(O)(CC)C(C)O2)CC1C. The result is 1 (active). (4) The molecule is Cc1ccc(S(=O)(=O)NNC2Oc3cc4c(cc3C(c3ccccc3O)C2C)OCO4)cc1. The result is 0 (inactive). (5) The drug is COCN1C(=O)CN=C(c2ccccc2)c2cc(NO)ccc21. The result is 1 (active). (6) The compound is COC(=NN=Cc1cccc(Cl)c1)c1ccncc1. The result is 0 (inactive). (7) The compound is COc1ccc(N=C2C(=Nc3ccc(OC)cc3)N(c3ccc(N(C)C)cc3)C(=S)N2c2ccc(OC)cc2)cc1. The result is 0 (inactive).